The task is: Predict the reactants needed to synthesize the given product.. This data is from Full USPTO retrosynthesis dataset with 1.9M reactions from patents (1976-2016). (1) Given the product [CH2:1]([S:8][C:12]1[CH:17]=[CH:16][C:15]([Br:18])=[CH:14][N:13]=1)[C:2]1[CH:7]=[CH:6][CH:5]=[CH:4][CH:3]=1, predict the reactants needed to synthesize it. The reactants are: [CH2:1]([SH:8])[C:2]1[CH:7]=[CH:6][CH:5]=[CH:4][CH:3]=1.[H-].[Na+].Br[C:12]1[CH:17]=[CH:16][C:15]([Br:18])=[CH:14][N:13]=1. (2) The reactants are: [Cl:1][C:2]1[CH:7]=[CH:6][CH:5]=[CH:4][C:3]=1[S:8]([N:11]1[CH2:21][CH2:20][C:14]2([C:18](=[O:19])[NH:17][CH2:16][CH2:15]2)[CH2:13][CH2:12]1)(=[O:10])=[O:9].I[C:23]1[CH:28]=[CH:27][C:26]([C:29]([F:32])([F:31])[F:30])=[CH:25][CH:24]=1.CC(C)([O-])C.[Na+].C1(C)C=CC=CC=1. Given the product [Cl:1][C:2]1[CH:7]=[CH:6][CH:5]=[CH:4][C:3]=1[S:8]([N:11]1[CH2:21][CH2:20][C:14]2([C:18](=[O:19])[N:17]([C:23]3[CH:28]=[CH:27][C:26]([C:29]([F:32])([F:31])[F:30])=[CH:25][CH:24]=3)[CH2:16][CH2:15]2)[CH2:13][CH2:12]1)(=[O:9])=[O:10], predict the reactants needed to synthesize it.